Dataset: Full USPTO retrosynthesis dataset with 1.9M reactions from patents (1976-2016). Task: Predict the reactants needed to synthesize the given product. Given the product [F:38][C:17]([F:16])([F:37])[C:18]1[CH:32]=[C:31]([C:33]([F:36])([F:35])[F:34])[CH:30]=[CH:29][C:19]=1[CH2:20][N:21]1[CH2:26][CH2:25][CH:24](/[CH:27]=[C:13]2/[C:9]([NH:8][CH2:7][C:6]([NH:5][CH:3]3[CH2:4][O:1][CH2:2]3)=[O:15])=[N:10][C:11](=[O:14])[S:12]/2)[CH2:23][CH2:22]1, predict the reactants needed to synthesize it. The reactants are: [O:1]1[CH2:4][CH:3]([NH:5][C:6](=[O:15])[CH2:7][NH:8][C:9]2[CH2:13][S:12][C:11](=[O:14])[N:10]=2)[CH2:2]1.[F:16][C:17]([F:38])([F:37])[C:18]1[CH:32]=[C:31]([C:33]([F:36])([F:35])[F:34])[CH:30]=[CH:29][C:19]=1[CH2:20][N:21]1[CH2:26][CH2:25][CH:24]([CH:27]=O)[CH2:23][CH2:22]1.C([O-])(=O)C.[NH2+]1CCCCC1.